From a dataset of Experimentally validated miRNA-target interactions with 360,000+ pairs, plus equal number of negative samples. Binary Classification. Given a miRNA mature sequence and a target amino acid sequence, predict their likelihood of interaction. (1) The miRNA is hsa-miR-4754 with sequence AUGCGGACCUGGGUUAGCGGAGU. The protein sequence of the target gene is MSVNTDELRHQVMINQFVLAAGCAADQAQQLLQAAHWQFETALSTFFQESNIPNSHHHPQMMCTPSNTPATPPNFPDALAMFSKLRTSEGLQSSSSSPMAAVACSPPANFSPFWAASPPNHQVPWIPPSSPNTFHLHCPQPTWPPGASQGGAPQKAMAAMDGQR. Result: 0 (no interaction). (2) The miRNA is hsa-miR-500a-5p with sequence UAAUCCUUGCUACCUGGGUGAGA. The protein sequence of the target gene is MNGRVDYLVTEEEINLTRGPSGLGFNIVGGTDQQYVSNDSGIYVSRIKENGAAALDGRLQEGDKILSVNGQDLKNLLHQDAVDLFRNAGYAVSLRVQHRLQVQNGPIGHRGEGDPSGIPIFMVLVPVFALTMVAAWAFMRYRQQL. Result: 1 (interaction). (3) The miRNA is hsa-miR-340-5p with sequence UUAUAAAGCAAUGAGACUGAUU. The protein sequence of the target gene is MAAVDSFYLLYREIARSCNCYMEALALVGAWYTARKSITVICDFYSLIRLHFIPRLGSRADLIKQYGRWAVVSGATDGIGKAYAEELASRGLNIILISRNEEKLQVVAKDIADTYKVETDIIVADFSSGREIYLPIREALKDKDVGILVNNVGVFYPYPQYFTQLSEDKLWDIINVNIAAASLMVHVVLPGMVERKKGAIVTISSGSCCKPTPQLAAFSASKAYLDHFSRALQYEYASKGIFVQSLIPFYVATSMTAPSNFLHRCSWLVPSPKVYAHHAVSTLGISKRTTGYWSHSIQFL.... Result: 1 (interaction). (4) The miRNA is hsa-miR-27a-3p with sequence UUCACAGUGGCUAAGUUCCGC. The protein sequence of the target gene is MVLIKEFRVVLPCSVQEYQVGQLYSVAEASKNETGGGEGIEVLKNEPYENDGEKGQYTHKIYHLKSKVPAFVRMIAPEGSLVFHEKAWNAYPYCRTIVTNEYMKDDFFIKIETWHKPDLGTLENVHGLDPNTWKTVEIVHIDIADRSQVEPADYKADEDPALFHSVKTKRGPLGPNWKKELANTPDCPRMCAYKLVTIKFKWWGLQSKVENFIQKQEKRIFTNLHRQLFCWIDKWIDLTMEDIRRMEDETQKELETMRKKGSVRGTSAADA. Result: 0 (no interaction).